Dataset: Full USPTO retrosynthesis dataset with 1.9M reactions from patents (1976-2016). Task: Predict the reactants needed to synthesize the given product. Given the product [CH2:1]([O:3][C:4]1[C:11]([O:12][CH:13]([CH3:14])[CH3:15])=[CH:10][C:9]([F:17])=[C:6]([CH:5]=1)[CH:7]=[O:8])[CH3:2], predict the reactants needed to synthesize it. The reactants are: [CH2:1]([O:3][C:4]1[CH:5]=[C:6]([CH:9]=[CH:10][C:11]=1[O:12][CH:13]([CH3:15])[CH3:14])[CH:7]=[O:8])[CH3:2].[B-](F)(F)(F)[F:17].[B-](F)(F)(F)F.C1[N+]2(CCl)CC[N+](F)(CC2)C1.O.